Dataset: Peptide-MHC class I binding affinity with 185,985 pairs from IEDB/IMGT. Task: Regression. Given a peptide amino acid sequence and an MHC pseudo amino acid sequence, predict their binding affinity value. This is MHC class I binding data. (1) The peptide sequence is IAGFIENGW. The MHC is HLA-B58:01 with pseudo-sequence HLA-B58:01. The binding affinity (normalized) is 0.541. (2) The peptide sequence is LFLDGIDKA. The MHC is HLA-B40:01 with pseudo-sequence HLA-B40:01. The binding affinity (normalized) is 0. (3) The peptide sequence is MEVQSLAMST. The MHC is HLA-B40:02 with pseudo-sequence HLA-B40:02. The binding affinity (normalized) is 0.0841. (4) The peptide sequence is SVNCFTSLVWAPL. The MHC is HLA-B35:03 with pseudo-sequence HLA-B35:03. The binding affinity (normalized) is 0.156. (5) The peptide sequence is SSLRYGNVL. The MHC is HLA-B51:01 with pseudo-sequence HLA-B51:01. The binding affinity (normalized) is 0.0847.